Dataset: NCI-60 drug combinations with 297,098 pairs across 59 cell lines. Task: Regression. Given two drug SMILES strings and cell line genomic features, predict the synergy score measuring deviation from expected non-interaction effect. Drug 1: C1C(C(OC1N2C=NC(=NC2=O)N)CO)O. Drug 2: CC1C(C(CC(O1)OC2CC(CC3=C2C(=C4C(=C3O)C(=O)C5=C(C4=O)C(=CC=C5)OC)O)(C(=O)CO)O)N)O.Cl. Cell line: T-47D. Synergy scores: CSS=38.0, Synergy_ZIP=0.626, Synergy_Bliss=-1.07, Synergy_Loewe=-22.3, Synergy_HSA=-0.0527.